From a dataset of Full USPTO retrosynthesis dataset with 1.9M reactions from patents (1976-2016). Predict the reactants needed to synthesize the given product. (1) Given the product [OH:33][CH:7]1[C:6]2[C:11](=[C:12]([CH2:13][CH2:14][N:15]3[CH2:20][CH2:19][CH:18]([N:21]4[C:29]5[C:24](=[CH:25][CH:26]=[C:27]([C:30]([NH2:32])=[O:31])[CH:28]=5)[CH:23]=[CH:22]4)[CH2:17][CH2:16]3)[C:3]([O:2][CH3:1])=[CH:4][CH:5]=2)[O:10][CH2:9][CH2:8]1, predict the reactants needed to synthesize it. The reactants are: [CH3:1][O:2][C:3]1[C:12]([CH2:13][CH2:14][N:15]2[CH2:20][CH2:19][CH:18]([N:21]3[C:29]4[C:24](=[CH:25][CH:26]=[C:27]([C:30]([NH2:32])=[O:31])[CH:28]=4)[CH:23]=[CH:22]3)[CH2:17][CH2:16]2)=[C:11]2[C:6]([C:7](=[O:33])[CH:8]=[CH:9][O:10]2)=[CH:5][CH:4]=1.[BH4-].[Na+].C(=O)(O)[O-].[Na+]. (2) Given the product [NH2:8][CH2:9][C:10]1[C:11]([C:28]2[CH:33]=[CH:32][C:31]([CH3:34])=[CH:30][CH:29]=2)=[C:12](/[CH:21]=[CH:22]/[C:23]([O:25][CH2:26][CH3:27])=[O:24])[C:13]([CH3:20])=[N:14][C:15]=1[CH2:16][CH:17]([CH3:18])[CH3:19], predict the reactants needed to synthesize it. The reactants are: C(OC([NH:8][CH2:9][C:10]1[C:11]([C:28]2[CH:33]=[CH:32][C:31]([CH3:34])=[CH:30][CH:29]=2)=[C:12](/[CH:21]=[CH:22]/[C:23]([O:25][CH2:26][CH3:27])=[O:24])[C:13]([CH3:20])=[N:14][C:15]=1[CH2:16][CH:17]([CH3:19])[CH3:18])=O)(C)(C)C.O1CCOCC1.Cl. (3) The reactants are: [Br:1][C:2]1[C:3]2[N:4]([C:16](=[O:19])[NH:17][N:18]=2)[CH:5]=[CH:6][C:7]=1[C:8]1[CH:15]=[CH:14][C:11]([C:12]#[N:13])=[CH:10][CH:9]=1.Cl[CH2:21][C:22]1[C:23]([CH3:32])=[N:24][C:25]([C:28]([F:31])([F:30])[F:29])=[CH:26][CH:27]=1.C(=O)([O-])[O-].[K+].[K+]. Given the product [Br:1][C:2]1[C:3]2[N:4]([C:16](=[O:19])[N:17]([CH2:21][C:22]3[C:23]([CH3:32])=[N:24][C:25]([C:28]([F:31])([F:29])[F:30])=[CH:26][CH:27]=3)[N:18]=2)[CH:5]=[CH:6][C:7]=1[C:8]1[CH:15]=[CH:14][C:11]([C:12]#[N:13])=[CH:10][CH:9]=1, predict the reactants needed to synthesize it. (4) Given the product [F:1][C:2]1[C:7]([C:8]([C:9]2[C:17]3[CH:16]=[N:15][CH:14]=[N:13][C:12]=3[NH:11][CH:10]=2)=[O:18])=[C:6]([F:19])[CH:5]=[CH:4][C:3]=1[NH:20][S:21]([CH2:24][CH2:25][CH3:26])(=[O:23])=[O:22], predict the reactants needed to synthesize it. The reactants are: [F:1][C:2]1[C:7]([CH:8]([OH:18])[C:9]2[C:17]3[CH:16]=[N:15][CH:14]=[N:13][C:12]=3[NH:11][CH:10]=2)=[C:6]([F:19])[CH:5]=[CH:4][C:3]=1[NH:20][S:21]([CH2:24][CH2:25][CH3:26])(=[O:23])=[O:22].CC(OI1(OC(C)=O)(OC(C)=O)OC(=O)C2C=CC=CC1=2)=O. (5) Given the product [OH:18][CH2:17][C:16]1[CH:21]=[CH:22][C:13]([CH2:12][CH2:11][CH2:10][C:8]2[N:9]=[C:5]([NH:4][C:1](=[O:3])[CH3:2])[S:6][CH:7]=2)=[CH:14][CH:15]=1, predict the reactants needed to synthesize it. The reactants are: [C:1]([NH:4][C:5]1[S:6][CH:7]=[C:8]([CH2:10][CH2:11][CH2:12][C:13]2[CH:22]=[CH:21][C:16]([C:17](OC)=[O:18])=[CH:15][CH:14]=2)[N:9]=1)(=[O:3])[CH3:2].[H-]. (6) Given the product [CH2:1]([C:8]1([C:14]([O:16][CH2:17][CH3:18])=[O:15])[CH2:9][CH2:10][N:11]([C:32]2[N:33]=[CH:34][C:29]([Br:28])=[CH:30][N:31]=2)[CH2:12][CH2:13]1)[C:2]1[CH:3]=[CH:4][CH:5]=[CH:6][CH:7]=1, predict the reactants needed to synthesize it. The reactants are: [CH2:1]([C:8]1([C:14]([O:16][CH2:17][CH3:18])=[O:15])[CH2:13][CH2:12][NH:11][CH2:10][CH2:9]1)[C:2]1[CH:7]=[CH:6][CH:5]=[CH:4][CH:3]=1.CCN(C(C)C)C(C)C.[Br:28][C:29]1[CH:30]=[N:31][C:32](Cl)=[N:33][CH:34]=1.CCCCCC. (7) Given the product [O:1]1[C:6]2[CH:7]=[CH:8][CH:9]=[CH:10][C:5]=2[O:4][CH2:3][C@@H:2]1[CH2:11][N:13]1[CH2:18][CH2:17][CH2:16][C@@H:15]([C:19]2[CH:24]=[CH:23][CH:22]=[C:21]([C:25]([F:27])([F:26])[F:28])[CH:20]=2)[CH2:14]1, predict the reactants needed to synthesize it. The reactants are: [O:1]1[C:6]2[CH:7]=[CH:8][CH:9]=[CH:10][C:5]=2[O:4][CH2:3][C@@H:2]1[C:11]([N:13]1[CH2:18][CH2:17][CH2:16][C@@H:15]([C:19]2[CH:24]=[CH:23][CH:22]=[C:21]([C:25]([F:28])([F:27])[F:26])[CH:20]=2)[CH2:14]1)=O. (8) Given the product [C:16]([O:15][C:13](=[O:14])[CH2:12][NH:10][O:9][CH2:2][C:3]1[CH:8]=[CH:7][CH:6]=[CH:5][CH:4]=1)([CH3:19])([CH3:18])[CH3:17], predict the reactants needed to synthesize it. The reactants are: Cl.[CH2:2]([O:9][NH2:10])[C:3]1[CH:8]=[CH:7][CH:6]=[CH:5][CH:4]=1.Br[CH2:12][C:13]([O:15][C:16]([CH3:19])([CH3:18])[CH3:17])=[O:14].C(=O)([O-])[O-].[K+].[K+].